Dataset: Catalyst prediction with 721,799 reactions and 888 catalyst types from USPTO. Task: Predict which catalyst facilitates the given reaction. (1) The catalyst class is: 116. Product: [OH:2][CH:1]([C:3]1[CH:4]=[C:5]2[C:10](=[CH:11][CH:12]=1)[C:9]([C:13]([O:15][CH3:16])=[O:14])=[CH:8][CH:7]=[CH:6]2)[CH2:17][CH2:18][CH2:19][CH2:20][CH3:21]. Reactant: [CH:1]([C:3]1[CH:4]=[C:5]2[C:10](=[CH:11][CH:12]=1)[C:9]([C:13]([O:15][CH3:16])=[O:14])=[CH:8][CH:7]=[CH:6]2)=[O:2].[CH2:17]([Mg]Br)[CH2:18][CH2:19][CH2:20][CH3:21]. (2) Reactant: Cl[C:2]1[C:11]([CH2:12][C:13]2[CH:18]=[CH:17][CH:16]=[C:15]([C:19]([F:22])([F:21])[F:20])[CH:14]=2)=[C:10]([Cl:23])[C:9]2[C:4](=[CH:5][CH:6]=[C:7]([I:24])[CH:8]=2)[N:3]=1.[CH3:25][O-:26].[Na+]. Product: [Cl:23][C:10]1[C:9]2[C:4](=[CH:5][CH:6]=[C:7]([I:24])[CH:8]=2)[N:3]=[C:2]([O:26][CH3:25])[C:11]=1[CH2:12][C:13]1[CH:18]=[CH:17][CH:16]=[C:15]([C:19]([F:22])([F:21])[F:20])[CH:14]=1. The catalyst class is: 11. (3) Reactant: [CH3:1][O:2][C:3]1[CH:4]=[C:5]([CH2:11][C:12](=[N:17]O)[C:13]([F:16])([F:15])[F:14])[CH:6]=[CH:7][C:8]=1[O:9][CH3:10].[H-].[H-].[H-].[H-].[Li+].[Al+3]. Product: [CH3:1][O:2][C:3]1[CH:4]=[C:5]([CH2:11][CH:12]([NH2:17])[C:13]([F:15])([F:16])[F:14])[CH:6]=[CH:7][C:8]=1[O:9][CH3:10]. The catalyst class is: 1. (4) Reactant: [CH3:1][C:2]1[O:3][C:4]2[C:5]([N:10]=1)=[N:6][CH:7]=[CH:8][CH:9]=2.[CH3:11][I:12]. Product: [I-:12].[CH3:1][CH:2]1[NH+:10]=[C:5]2[N:6]([CH3:11])[CH:7]=[CH:8][CH:9]=[C:4]2[O:3]1. The catalyst class is: 21. (5) Reactant: [OH:1][C:2]1[CH:3]=[C:4]([C:20]([NH:22][CH2:23][C:24]2[CH:29]=[CH:28][C:27]([S:30]([CH3:33])(=[O:32])=[O:31])=[CH:26][CH:25]=2)=[O:21])[C:5](=[O:19])[N:6]([C:9]2[CH:14]=[CH:13][CH:12]=[C:11]([C:15]([F:18])([F:17])[F:16])[CH:10]=2)[C:7]=1[CH3:8].I[CH2:35][CH3:36].N12CCCN=C1CCCCC2. Product: [CH2:35]([O:1][C:2]1[CH:3]=[C:4]([C:20]([NH:22][CH2:23][C:24]2[CH:25]=[CH:26][C:27]([S:30]([CH3:33])(=[O:31])=[O:32])=[CH:28][CH:29]=2)=[O:21])[C:5](=[O:19])[N:6]([C:9]2[CH:14]=[CH:13][CH:12]=[C:11]([C:15]([F:16])([F:18])[F:17])[CH:10]=2)[C:7]=1[CH3:8])[CH3:36]. The catalyst class is: 18. (6) Reactant: [Si]([O:8][CH2:9][CH:10]1[CH2:32][C:31]2[C:12](=[CH:13][C:14]3[N+:19]([O-:20])=[N:18][C:17]([CH2:21][CH2:22][CH2:23][N:24]4[CH2:29][CH2:28][O:27][CH2:26][CH2:25]4)=[N:16][C:15]=3[CH:30]=2)[CH2:11]1)(C(C)(C)C)(C)C.Cl. Product: [N:24]1([CH2:23][CH2:22][CH2:21][C:17]2[N:18]=[N+:19]([O-:20])[C:14]3[CH:13]=[C:12]4[C:31]([CH2:32][CH:10]([CH2:9][OH:8])[CH2:11]4)=[CH:30][C:15]=3[N:16]=2)[CH2:29][CH2:28][O:27][CH2:26][CH2:25]1. The catalyst class is: 5. (7) Reactant: [Br:1][C:2]1[C:3](F)=[C:4]2[C:10]([NH:11][C:12](=[O:16])[CH:13]([CH3:15])[CH3:14])=[CH:9][NH:8][C:5]2=[N:6][CH:7]=1.C(OC(=O)[NH:27][C@H:28]1[C@@H:33]([F:34])[CH2:32][CH2:31][NH:30][CH2:29]1)C1C=CC=CC=1.CCN(C(C)C)C(C)C.[Si](I)(C)(C)C.C(Cl)[Cl:51]. Product: [ClH:51].[NH2:27][C@H:28]1[C@@H:33]([F:34])[CH2:32][CH2:31][N:30]([C:3]2[C:2]([Br:1])=[CH:7][N:6]=[C:5]3[NH:8][CH:9]=[C:10]([NH:11][C:12](=[O:16])[CH:13]([CH3:15])[CH3:14])[C:4]=23)[CH2:29]1. The catalyst class is: 114.